The task is: Regression. Given a peptide amino acid sequence and an MHC pseudo amino acid sequence, predict their binding affinity value. This is MHC class II binding data.. This data is from Peptide-MHC class II binding affinity with 134,281 pairs from IEDB. (1) The peptide sequence is AFKVAATTANAAPAN. The MHC is DRB1_0401 with pseudo-sequence DRB1_0401. The binding affinity (normalized) is 0.173. (2) The peptide sequence is KETPDRLTDQIKCFE. The MHC is DRB1_0101 with pseudo-sequence DRB1_0101. The binding affinity (normalized) is 0.257. (3) The peptide sequence is DKELYPLASLRSLFG. The MHC is DRB3_0101 with pseudo-sequence DRB3_0101. The binding affinity (normalized) is 0.278. (4) The MHC is HLA-DQA10501-DQB10301 with pseudo-sequence HLA-DQA10501-DQB10301. The binding affinity (normalized) is 0.768. The peptide sequence is EIKSTKPEASSGEPVVVHIT. (5) The peptide sequence is SLKLYRDSLGEAVMR. The MHC is DRB5_0101 with pseudo-sequence DRB5_0101. The binding affinity (normalized) is 0. (6) The peptide sequence is SQDLELSMNLNGLQAY. The MHC is HLA-DQA10101-DQB10501 with pseudo-sequence HLA-DQA10101-DQB10501. The binding affinity (normalized) is 0.446. (7) The peptide sequence is WIILGLNKIVRMYSPVSI. The MHC is DRB1_0101 with pseudo-sequence DRB1_0101. The binding affinity (normalized) is 1.00. (8) The peptide sequence is GYTPATPAAPAGAEP. The MHC is HLA-DQA10101-DQB10501 with pseudo-sequence HLA-DQA10101-DQB10501. The binding affinity (normalized) is 0. (9) The peptide sequence is WITQCFLPVFLAQPP. The MHC is HLA-DPA10201-DPB10501 with pseudo-sequence HLA-DPA10201-DPB10501. The binding affinity (normalized) is 0.352.